This data is from TCR-epitope binding with 47,182 pairs between 192 epitopes and 23,139 TCRs. The task is: Binary Classification. Given a T-cell receptor sequence (or CDR3 region) and an epitope sequence, predict whether binding occurs between them. (1) The epitope is NYSGVVTTVMF. The TCR CDR3 sequence is CASRPGTSVADTQYF. Result: 0 (the TCR does not bind to the epitope). (2) The epitope is TSNQVAVLY. The TCR CDR3 sequence is CASSFRLDNTGELFF. Result: 1 (the TCR binds to the epitope).